This data is from Peptide-MHC class I binding affinity with 185,985 pairs from IEDB/IMGT. The task is: Regression. Given a peptide amino acid sequence and an MHC pseudo amino acid sequence, predict their binding affinity value. This is MHC class I binding data. (1) The MHC is HLA-A80:01 with pseudo-sequence HLA-A80:01. The peptide sequence is VKINIFPLY. The binding affinity (normalized) is 0.452. (2) The MHC is H-2-Db with pseudo-sequence H-2-Db. The binding affinity (normalized) is 0.777. The peptide sequence is FELVNAATI. (3) The peptide sequence is CAMPYNILDR. The MHC is HLA-A68:01 with pseudo-sequence HLA-A68:01. The binding affinity (normalized) is 0.800. (4) The peptide sequence is TIHLATAPK. The MHC is HLA-A30:01 with pseudo-sequence HLA-A30:01. The binding affinity (normalized) is 1.00. (5) The peptide sequence is AVYKTYGQY. The MHC is HLA-A01:01 with pseudo-sequence HLA-A01:01. The binding affinity (normalized) is 0.0847. (6) The peptide sequence is MDISTSDIS. The MHC is HLA-B44:03 with pseudo-sequence HLA-B44:03. The binding affinity (normalized) is 0. (7) The peptide sequence is QALSPRTLNAW. The MHC is HLA-A68:01 with pseudo-sequence HLA-A68:01. The binding affinity (normalized) is 0.